This data is from Catalyst prediction with 721,799 reactions and 888 catalyst types from USPTO. The task is: Predict which catalyst facilitates the given reaction. (1) The catalyst class is: 9. Product: [CH2:33]([O:32][C:16]1[N:17]([C:20]2[CH:25]=[CH:24][C:23]([O:26][CH2:27][C:28]([F:31])([F:30])[F:29])=[CH:22][CH:21]=2)[C:18](=[O:19])[C:13]2[CH:12]=[CH:11][N:10]=[C:9]([O:5][CH2:4][CH2:3][O:2][CH3:1])[C:14]=2[N:15]=1)[CH3:34]. Reactant: [CH3:1][O:2][CH2:3][CH2:4][OH:5].[H-].[Na+].Cl[C:9]1[C:14]2[N:15]=[C:16]([O:32][CH2:33][CH3:34])[N:17]([C:20]3[CH:25]=[CH:24][C:23]([O:26][CH2:27][C:28]([F:31])([F:30])[F:29])=[CH:22][CH:21]=3)[C:18](=[O:19])[C:13]=2[CH:12]=[CH:11][N:10]=1.O. (2) Reactant: [NH2:1][C:2]1[CH:7]=[CH:6][C:5]([O:8][C:9]([F:12])([F:11])[F:10])=[CH:4][C:3]=1[S:13][CH2:14][C:15]#[N:16]. Product: [NH2:16][C:15]1[CH2:14][S:13][C:3]2[CH:4]=[C:5]([O:8][C:9]([F:10])([F:11])[F:12])[CH:6]=[CH:7][C:2]=2[N:1]=1. The catalyst class is: 811. (3) Reactant: C[C@H]1CN[C@:5]2(O[C@H:8]3[CH2:10][C@H:11]4[C@@H:16]5[CH2:17][CH:18]=[C:19]6C[C@@H](O)CC[C@:20]6(C)[C@H:15]5[CH2:14][CH2:13][C@:12]4(C)[C@H:7]3[C@@H:6]2[CH3:28])[CH2:4]C1.[C:31]([O:34][C:35](=O)[CH3:36])(=[O:33])[CH3:32].[C:38](O)(=[O:40])[CH3:39]. Product: [CH3:39][C:38]([C:18]1[C@@:16]2([CH3:17])[CH2:11][CH2:10][C@@H:8]3[C@@:6]4([CH3:28])[CH2:5][CH2:4][C@@H:35]([O:34][C:31]([CH3:32])=[O:33])[CH2:36][C:7]4=[CH:12][CH2:13][CH:14]3[C@@H:15]2[CH2:20][CH:19]=1)=[O:40]. The catalyst class is: 17. (4) Reactant: [Cl:1][C:2]1[C:10]2[CH:9]([CH2:11][C:12]([O:14][CH2:15][CH3:16])=[O:13])[O:8][B:7]([OH:17])[C:6]=2[CH:5]=[C:4]([OH:18])[CH:3]=1.IC.[C:21]([O-])([O-])=O.[K+].[K+]. Product: [Cl:1][C:2]1[C:10]2[CH:9]([CH2:11][C:12]([O:14][CH2:15][CH3:16])=[O:13])[O:8][B:7]([OH:17])[C:6]=2[CH:5]=[C:4]([O:18][CH3:21])[CH:3]=1. The catalyst class is: 3. (5) Reactant: [F:1][C:2]1[CH:3]=[C:4]([CH:19]=[CH:20][CH:21]=1)[CH:5]=[C:6]1[CH2:11][CH2:10][N:9]([C:12]([O:14][C:15]([CH3:18])([CH3:17])[CH3:16])=[O:13])[CH2:8][CH2:7]1. Product: [F:1][C:2]1[CH:3]=[C:4]([CH:19]=[CH:20][CH:21]=1)[CH2:5][CH:6]1[CH2:11][CH2:10][N:9]([C:12]([O:14][C:15]([CH3:18])([CH3:16])[CH3:17])=[O:13])[CH2:8][CH2:7]1. The catalyst class is: 19. (6) Reactant: [Br:1][C:2]1[CH:3]=[CH:4][C:5]([N+:20]([O-])=O)=[C:6]([CH:19]=1)[NH:7][CH2:8][CH2:9][CH2:10][O:11][Si:12]([C:15]([CH3:18])([CH3:17])[CH3:16])([CH3:14])[CH3:13]. Product: [Br:1][C:2]1[CH:19]=[C:6]([NH:7][CH2:8][CH2:9][CH2:10][O:11][Si:12]([C:15]([CH3:17])([CH3:16])[CH3:18])([CH3:13])[CH3:14])[C:5]([NH2:20])=[CH:4][CH:3]=1. The catalyst class is: 150. (7) Reactant: [Cl:1][C:2]1[CH:3]=[C:4]([OH:8])[CH:5]=[CH:6][CH:7]=1.C(N(CC)CC)C.[C:16](OC(=O)C)(=[O:18])[CH3:17]. Product: [C:16]([O:8][C:4]1[CH:5]=[CH:6][CH:7]=[C:2]([Cl:1])[CH:3]=1)(=[O:18])[CH3:17]. The catalyst class is: 4. (8) Reactant: F[P-](F)(F)(F)(F)F.CN(C(ON1C2=NC=CC=C2N=N1)=[N+](C)C)C.C(N(CC)C(C)C)(C)C.[C:34]([O:38][C:39]([NH:41][CH2:42][C@H:43]1[CH2:48][CH2:47][C@H:46]([C:49]([NH:51][C@H:52]([C:72](=[O:85])[NH:73][C:74]2[CH:79]=[CH:78][C:77]([C:80]3[N:81]=[N:82][NH:83][N:84]=3)=[CH:76][CH:75]=2)[CH2:53][C:54]2[CH:55]=[CH:56][C:57]([O:70][CH3:71])=[C:58]([C:60]3[CH:65]=[CH:64][C:63]([C:66](O)=[O:67])=[CH:62][C:61]=3[CH3:69])[CH:59]=2)=[O:50])[CH2:45][CH2:44]1)=[O:40])([CH3:37])([CH3:36])[CH3:35].[NH2:86][C@@H:87]1[CH2:91][CH2:90][N:89]([C:92]([O:94][C:95]([CH3:98])([CH3:97])[CH3:96])=[O:93])[CH2:88]1. Product: [C:34]([O:38][C:39]([NH:41][CH2:42][C@H:43]1[CH2:48][CH2:47][C@H:46]([C:49]([NH:51][C@H:52]([C:72](=[O:85])[NH:73][C:74]2[CH:79]=[CH:78][C:77]([C:80]3[N:81]=[N:82][NH:83][N:84]=3)=[CH:76][CH:75]=2)[CH2:53][C:54]2[CH:55]=[CH:56][C:57]([O:70][CH3:71])=[C:58]([C:60]3[CH:65]=[CH:64][C:63]([C:66]([NH:86][C@@H:87]4[CH2:91][CH2:90][N:89]([C:92]([O:94][C:95]([CH3:98])([CH3:97])[CH3:96])=[O:93])[CH2:88]4)=[O:67])=[CH:62][C:61]=3[CH3:69])[CH:59]=2)=[O:50])[CH2:45][CH2:44]1)=[O:40])([CH3:37])([CH3:35])[CH3:36]. The catalyst class is: 1. (9) Reactant: [F:1][C:2]([F:20])([F:19])[C:3]1[CH:4]=[C:5]([CH:16]=[CH:17][CH:18]=1)[S:6][CH2:7][C:8]1[O:12][N:11]=[C:10]([C:13]([OH:15])=O)[CH:9]=1.C(N(CC)CC)C.Cl.C(N=C=NCCCN(C)C)C.ON1C2C=CC=CC=2N=N1.[O:50]1[CH2:55][CH2:54][CH:53]([CH2:56][NH2:57])[CH2:52][CH2:51]1. Product: [O:50]1[CH2:55][CH2:54][CH:53]([CH2:56][NH:57][C:13]([C:10]2[CH:9]=[C:8]([CH2:7][S:6][C:5]3[CH:16]=[CH:17][CH:18]=[C:3]([C:2]([F:1])([F:20])[F:19])[CH:4]=3)[O:12][N:11]=2)=[O:15])[CH2:52][CH2:51]1. The catalyst class is: 408.